From a dataset of Peptide-MHC class I binding affinity with 185,985 pairs from IEDB/IMGT. Regression. Given a peptide amino acid sequence and an MHC pseudo amino acid sequence, predict their binding affinity value. This is MHC class I binding data. (1) The peptide sequence is AMPYNILDR. The MHC is HLA-A11:01 with pseudo-sequence HLA-A11:01. The binding affinity (normalized) is 0.255. (2) The peptide sequence is SQLAHLVYV. The MHC is HLA-A02:01 with pseudo-sequence HLA-A02:01. The binding affinity (normalized) is 0.618.